This data is from Forward reaction prediction with 1.9M reactions from USPTO patents (1976-2016). The task is: Predict the product of the given reaction. (1) Given the reactants [CH2:1]([NH:4][C:5]1[C:14]2[C:9](=[CH:10][CH:11]=[C:12]([N+:15]([O-:17])=[O:16])[CH:13]=2)[N:8]=[C:7](Cl)[N:6]=1)[CH:2]=[CH2:3].[CH:19]1([NH2:25])[CH2:24][CH2:23][CH2:22][CH2:21][CH2:20]1, predict the reaction product. The product is: [CH2:1]([NH:4][C:5]1[C:14]2[C:9](=[CH:10][CH:11]=[C:12]([N+:15]([O-:17])=[O:16])[CH:13]=2)[N:8]=[C:7]([NH:25][CH:19]2[CH2:24][CH2:23][CH2:22][CH2:21][CH2:20]2)[N:6]=1)[CH:2]=[CH2:3]. (2) Given the reactants [Cl:1][C:2]1[CH:3]=[N+:4]([O-:32])[CH:5]=[C:6]([Cl:31])[C:7]=1[CH2:8][C@H:9]([O:20][C:21](=[O:30])[CH2:22][C:23]1[S:24][C:25]([CH2:28][OH:29])=[CH:26][CH:27]=1)[C:10]1[CH:15]=[CH:14][C:13]([O:16][CH3:17])=[C:12]([O:18][CH3:19])[CH:11]=1.CC(OI1(OC(C)=O)(OC(C)=O)OC(=O)C2C=CC=CC1=2)=O, predict the reaction product. The product is: [Cl:31][C:6]1[CH:5]=[N+:4]([O-:32])[CH:3]=[C:2]([Cl:1])[C:7]=1[CH2:8][C@H:9]([O:20][C:21](=[O:30])[CH2:22][C:23]1[S:24][C:25]([CH:28]=[O:29])=[CH:26][CH:27]=1)[C:10]1[CH:15]=[CH:14][C:13]([O:16][CH3:17])=[C:12]([O:18][CH3:19])[CH:11]=1. (3) Given the reactants CC([O-])(C)C.[K+].[C:7]([CH2:9][C:10]([NH2:12])=[O:11])#[N:8].[CH3:13][C:14](=O)[CH:15]=[CH:16][CH2:17][CH3:18].O=O.Cl, predict the reaction product. The product is: [CH2:17]([C:16]1[CH:15]=[C:14]([CH3:13])[NH:12][C:10](=[O:11])[C:9]=1[C:7]#[N:8])[CH3:18]. (4) Given the reactants C(OC(=O)[CH:5]([C:16]1[N:17]([C:21]2[C:26]([F:27])=[CH:25][CH:24]=[CH:23][N:22]=2)[N:18]=[CH:19][CH:20]=1)[C:6]1[C:11]([CH2:12][CH2:13][CH3:14])=[C:10]([NH2:15])[N:9]=[CH:8][N:7]=1)C.Cl[CH2:30][CH:31]=O, predict the reaction product. The product is: [F:27][C:26]1[C:21]([N:17]2[C:16]([CH2:5][C:6]3[N:7]=[CH:8][N:9]4[CH:30]=[CH:31][N:15]=[C:10]4[C:11]=3[CH2:12][CH2:13][CH3:14])=[CH:20][CH:19]=[N:18]2)=[N:22][CH:23]=[CH:24][CH:25]=1.